This data is from Full USPTO retrosynthesis dataset with 1.9M reactions from patents (1976-2016). The task is: Predict the reactants needed to synthesize the given product. Given the product [F:26][C:22]1[CH:23]=[CH:24][CH:25]=[C:2]([F:1])[C:3]=1[CH2:4][O:5][C:6]1[C:7]2[N:8]([C:12]([C:16]3[O:20][C:19]([NH:29][CH2:27][CH3:28])=[N:18][N:17]=3)=[C:13]([CH3:15])[N:14]=2)[CH:9]=[CH:10][CH:11]=1, predict the reactants needed to synthesize it. The reactants are: [F:1][C:2]1[CH:25]=[CH:24][CH:23]=[C:22]([F:26])[C:3]=1[CH2:4][O:5][C:6]1[C:7]2[N:8]([C:12]([C:16]3[O:20][C:19](=O)[NH:18][N:17]=3)=[C:13]([CH3:15])[N:14]=2)[CH:9]=[CH:10][CH:11]=1.[CH2:27]([NH2:29])[CH3:28].C1COCC1.C(N(CC)CC)C.C(Cl)(Cl)(Cl)Cl.